Task: Predict the product of the given reaction.. Dataset: Forward reaction prediction with 1.9M reactions from USPTO patents (1976-2016) (1) Given the reactants I[C:2]1[N:3]=[C:4]([CH:12]2[CH2:15][CH:14]([N:16]3[CH2:21][CH2:20][N:19]([CH3:22])[CH2:18][CH2:17]3)[CH2:13]2)[N:5]2[CH:10]=[CH:9][N:8]=[C:7]([NH2:11])[C:6]=12.[C:23]1([C:29]2[CH:38]=[C:37]([C:39]([F:42])([F:41])[F:40])[C:36]3[C:31](=[CH:32][C:33](B4OC(C)(C)C(C)(C)O4)=[CH:34][CH:35]=3)[N:30]=2)[CH:28]=[CH:27][CH:26]=[CH:25][CH:24]=1.C(=O)([O-])[O-].[Cs+].[Cs+].COCCOC, predict the reaction product. The product is: [CH3:22][N:19]1[CH2:20][CH2:21][N:16]([CH:14]2[CH2:15][CH:12]([C:4]3[N:5]4[CH:10]=[CH:9][N:8]=[C:7]([NH2:11])[C:6]4=[C:2]([C:33]4[CH:32]=[C:31]5[C:36]([C:37]([C:39]([F:42])([F:40])[F:41])=[CH:38][C:29]([C:23]6[CH:28]=[CH:27][CH:26]=[CH:25][CH:24]=6)=[N:30]5)=[CH:35][CH:34]=4)[N:3]=3)[CH2:13]2)[CH2:17][CH2:18]1. (2) Given the reactants [NH2:1][C:2]1[C:10]2[C:5](=[N:6][C:7]([N:17]3[CH2:22][CH2:21][CH2:20][CH2:19][CH2:18]3)=[C:8]3[CH2:14][O:13][C:12]([CH3:16])([CH3:15])[CH2:11][C:9]3=2)[S:4][C:3]=1[C:23]([NH2:25])=[O:24].O.[C:27]1(C)C=CC(S(O)(=O)=O)=CC=1, predict the reaction product. The product is: [CH3:15][C:12]1([CH3:16])[O:13][CH2:14][C:8]2=[C:7]([N:17]3[CH2:18][CH2:19][CH2:20][CH2:21][CH2:22]3)[N:6]=[C:5]3[S:4][C:3]4[C:23](=[O:24])[NH:25][CH:27]=[N:1][C:2]=4[C:10]3=[C:9]2[CH2:11]1. (3) Given the reactants [CH2:1]([O:8][C:9]1[CH:10]=[CH:11][C:12]2[C:16](Br)=[C:15]([Br:18])[S:14](=[O:19])[C:13]=2[CH:20]=1)[C:2]1[CH:7]=[CH:6][CH:5]=[CH:4][CH:3]=1.[N:21]1([CH2:27][CH2:28][O:29][C:30]2[CH:35]=[CH:34][C:33]([OH:36])=[CH:32][CH:31]=2)[CH2:26][CH2:25][CH2:24][CH2:23][CH2:22]1.CC(C)([O-])C.[K+], predict the reaction product. The product is: [CH2:1]([O:8][C:9]1[CH:10]=[CH:11][C:12]2[C:16]([O:36][C:33]3[CH:32]=[CH:31][C:30]([O:29][CH2:28][CH2:27][N:21]4[CH2:26][CH2:25][CH2:24][CH2:23][CH2:22]4)=[CH:35][CH:34]=3)=[C:15]([Br:18])[SH2:14](=[O:19])[C:13]=2[CH:20]=1)[C:2]1[CH:7]=[CH:6][CH:5]=[CH:4][CH:3]=1. (4) Given the reactants C[O:2][C:3](=[O:12])[C:4]1[CH:9]=[CH:8][C:7]([CH2:10][OH:11])=[N:6][CH:5]=1.Cl, predict the reaction product. The product is: [OH:11][CH2:10][C:7]1[CH:8]=[CH:9][C:4]([C:3]([OH:12])=[O:2])=[CH:5][N:6]=1. (5) Given the reactants [OH:1][C:2]1[CH:7]=[CH:6][CH:5]=[CH:4][N:3]=1.[H-].[Na+].[O:10]=[C:11]1[N:15]([C:16]2[CH:17]=[CH:18][C:19]3[C:25](=[O:26])[CH2:24][CH2:23][CH2:22][CH2:21][C:20]=3[CH:27]=2)[CH2:14][C@H:13]([CH2:28]OS(C)(=O)=O)[O:12]1.Cl, predict the reaction product. The product is: [O:26]=[C:25]1[C:19]2[CH:18]=[CH:17][C:16]([N:15]3[CH2:14][C@H:13]([CH2:28][O:1][C:2]4[CH:7]=[CH:6][CH:5]=[CH:4][N:3]=4)[O:12][C:11]3=[O:10])=[CH:27][C:20]=2[CH2:21][CH2:22][CH2:23][CH2:24]1. (6) Given the reactants Br[C:2]1[CH:3]=[N:4][C:5]2[C:10]([CH:11]=1)=[CH:9][C:8]([S:12]([CH3:15])(=[O:14])=[O:13])=[CH:7][CH:6]=2.B1(C=C)O[C:19](C)(C)[C:18](C)(C)O1.C([O-])([O-])=O.[Na+].[Na+].C(Cl)Cl, predict the reaction product. The product is: [CH3:15][S:12]([C:8]1[CH:9]=[C:10]2[C:5](=[CH:6][CH:7]=1)[N:4]=[CH:3][C:2]([CH:18]=[CH2:19])=[CH:11]2)(=[O:14])=[O:13]. (7) Given the reactants Cl[C:2]1[N:7]=[C:6]([N:8]2[CH2:12][CH2:11][C@:10]([CH2:15][CH3:16])([C:13]#[N:14])[C:9]2=[O:17])[CH:5]=[CH:4][N:3]=1.[NH2:18][C:19]1[CH:28]=[CH:27][C:22]([C:23]([NH:25][CH3:26])=[O:24])=[CH:21][CH:20]=1.C(O)(=O)C, predict the reaction product. The product is: [C:13]([C@@:10]1([CH2:15][CH3:16])[CH2:11][CH2:12][N:8]([C:6]2[CH:5]=[CH:4][N:3]=[C:2]([NH:18][C:19]3[CH:20]=[CH:21][C:22]([C:23]([NH:25][CH3:26])=[O:24])=[CH:27][CH:28]=3)[N:7]=2)[C:9]1=[O:17])#[N:14]. (8) Given the reactants C[O:2][C:3](=[O:32])[C@@H:4]([NH:14][C:15](=[O:31])[C@@H:16]([NH:18][C:19]([C:21]1[CH2:22][C:23]2[C:28]([C:29]=1[CH3:30])=[CH:27][CH:26]=[CH:25][CH:24]=2)=[O:20])[CH3:17])[CH2:5][C:6]1[CH:11]=[CH:10][C:9]([O:12][CH3:13])=[CH:8][CH:7]=1.[OH-].C[Sn+](C)C, predict the reaction product. The product is: [CH3:13][O:12][C:9]1[CH:10]=[CH:11][C:6]([CH2:5][C@H:4]([NH:14][C:15](=[O:31])[C@@H:16]([NH:18][C:19]([C:21]2[CH2:22][C:23]3[C:28]([C:29]=2[CH3:30])=[CH:27][CH:26]=[CH:25][CH:24]=3)=[O:20])[CH3:17])[C:3]([OH:32])=[O:2])=[CH:7][CH:8]=1. (9) Given the reactants C([O:3][C:4]([CH:6]1[CH:8]([C:9](=[O:25])[NH:10][CH:11]([C:16](=[O:24])[NH:17][CH2:18][CH2:19][CH:20]([CH3:23])[CH2:21][OH:22])[CH2:12][CH:13]([CH3:15])[CH3:14])[O:7]1)=[O:5])C.[OH-].[K+], predict the reaction product. The product is: [OH:22][CH2:21][CH:20]([CH3:23])[CH2:19][CH2:18][NH:17][C:16]([CH:11]([NH:10][C:9]([CH:8]1[O:7][CH:6]1[C:4]([OH:5])=[O:3])=[O:25])[CH2:12][CH:13]([CH3:15])[CH3:14])=[O:24].